This data is from NCI-60 drug combinations with 297,098 pairs across 59 cell lines. The task is: Regression. Given two drug SMILES strings and cell line genomic features, predict the synergy score measuring deviation from expected non-interaction effect. (1) Drug 1: C1CCC(C1)C(CC#N)N2C=C(C=N2)C3=C4C=CNC4=NC=N3. Drug 2: C1=NNC2=C1C(=O)NC=N2. Cell line: HS 578T. Synergy scores: CSS=-2.40, Synergy_ZIP=4.25, Synergy_Bliss=2.70, Synergy_Loewe=-4.22, Synergy_HSA=-3.52. (2) Drug 1: C1=NNC2=C1C(=O)NC=N2. Drug 2: C1CN(P(=O)(OC1)NCCCl)CCCl. Cell line: SNB-75. Synergy scores: CSS=2.61, Synergy_ZIP=-0.265, Synergy_Bliss=2.11, Synergy_Loewe=-0.101, Synergy_HSA=0.316. (3) Drug 1: C1=C(C(=O)NC(=O)N1)N(CCCl)CCCl. Drug 2: C(CN)CNCCSP(=O)(O)O. Cell line: HOP-92. Synergy scores: CSS=34.4, Synergy_ZIP=-2.20, Synergy_Bliss=2.58, Synergy_Loewe=-18.2, Synergy_HSA=1.56. (4) Drug 1: C1CCC(C1)C(CC#N)N2C=C(C=N2)C3=C4C=CNC4=NC=N3. Drug 2: C1=NC2=C(N1)C(=S)N=CN2. Cell line: TK-10. Synergy scores: CSS=7.01, Synergy_ZIP=-14.2, Synergy_Bliss=-27.1, Synergy_Loewe=-42.7, Synergy_HSA=-26.6. (5) Drug 1: CNC(=O)C1=CC=CC=C1SC2=CC3=C(C=C2)C(=NN3)C=CC4=CC=CC=N4. Drug 2: CN1CCC(CC1)COC2=C(C=C3C(=C2)N=CN=C3NC4=C(C=C(C=C4)Br)F)OC. Cell line: PC-3. Synergy scores: CSS=1.45, Synergy_ZIP=-2.01, Synergy_Bliss=1.03, Synergy_Loewe=-6.43, Synergy_HSA=-1.21. (6) Drug 1: CC1=CC2C(CCC3(C2CCC3(C(=O)C)OC(=O)C)C)C4(C1=CC(=O)CC4)C. Drug 2: CS(=O)(=O)CCNCC1=CC=C(O1)C2=CC3=C(C=C2)N=CN=C3NC4=CC(=C(C=C4)OCC5=CC(=CC=C5)F)Cl. Cell line: SF-268. Synergy scores: CSS=-5.81, Synergy_ZIP=3.99, Synergy_Bliss=4.98, Synergy_Loewe=-1.41, Synergy_HSA=-0.00459. (7) Drug 1: CCC(=C(C1=CC=CC=C1)C2=CC=C(C=C2)OCCN(C)C)C3=CC=CC=C3.C(C(=O)O)C(CC(=O)O)(C(=O)O)O. Drug 2: C1=NC2=C(N=C(N=C2N1C3C(C(C(O3)CO)O)F)Cl)N. Cell line: KM12. Synergy scores: CSS=-0.990, Synergy_ZIP=2.45, Synergy_Bliss=3.60, Synergy_Loewe=-9.06, Synergy_HSA=-0.772. (8) Drug 2: CN(CCCl)CCCl.Cl. Synergy scores: CSS=50.9, Synergy_ZIP=-4.28, Synergy_Bliss=-0.0216, Synergy_Loewe=-2.11, Synergy_HSA=2.85. Drug 1: CC1=C(C=C(C=C1)NC(=O)C2=CC=C(C=C2)CN3CCN(CC3)C)NC4=NC=CC(=N4)C5=CN=CC=C5. Cell line: CCRF-CEM. (9) Drug 1: CC1=C2C(C(=O)C3(C(CC4C(C3C(C(C2(C)C)(CC1OC(=O)C(C(C5=CC=CC=C5)NC(=O)C6=CC=CC=C6)O)O)OC(=O)C7=CC=CC=C7)(CO4)OC(=O)C)O)C)OC(=O)C. Drug 2: COC1=C2C(=CC3=C1OC=C3)C=CC(=O)O2. Cell line: M14. Synergy scores: CSS=52.6, Synergy_ZIP=2.07, Synergy_Bliss=-3.85, Synergy_Loewe=-57.3, Synergy_HSA=-6.23. (10) Cell line: T-47D. Synergy scores: CSS=33.7, Synergy_ZIP=8.85, Synergy_Bliss=11.7, Synergy_Loewe=9.84, Synergy_HSA=9.97. Drug 1: CN(C)N=NC1=C(NC=N1)C(=O)N. Drug 2: C(CN)CNCCSP(=O)(O)O.